The task is: Predict the product of the given reaction.. This data is from Forward reaction prediction with 1.9M reactions from USPTO patents (1976-2016). (1) Given the reactants [NH2:1][C:2]1[CH:3]=[N:4][CH:5]=[CH:6][CH:7]=1.Cl.N([O-])=O.[Na+:12].S([NH2:17])(=O)(=O)O.[NH2:18][C:19]1[C:28]2[C:23](=[CH:24][CH:25]=[CH:26][CH:27]=2)[C:22]([S:29]([OH:32])(=[O:31])=[O:30])=[CH:21][CH:20]=1.[OH-].[Na+].[Cl-].[Na+], predict the reaction product. The product is: [Na+:12].[NH2:18][C:19]1[C:28]2[C:23](=[CH:24][CH:25]=[CH:26][CH:27]=2)[C:22]([S:29]([O-:32])(=[O:30])=[O:31])=[CH:21][C:20]=1[N:17]=[N:1][C:2]1[CH:3]=[N:4][CH:5]=[CH:6][CH:7]=1. (2) Given the reactants BrC1C=CC(C(Cl)=O)=CC=1.[Cl:11][C:12]1[CH:18]=[C:17]([O:19][C:20]2[C:29]3[C:24](=[CH:25][C:26]([O:32][CH3:33])=[C:27]([O:30][CH3:31])[CH:28]=3)[N:23]=[CH:22][CH:21]=2)[CH:16]=[CH:15][C:13]=1[NH2:14].[Br:34][C:35]1[CH:40]=[CH:39][C:38]([C:41]([N:43]=[C:44]=[S:45])=[O:42])=[CH:37][CH:36]=1, predict the reaction product. The product is: [Br:34][C:35]1[CH:36]=[CH:37][C:38]([C:41]([N:43]=[C:44]=[S:45])=[O:42])=[CH:39][CH:40]=1.[Br:34][C:35]1[CH:40]=[CH:39][C:38]([C:41]([NH:43][C:44]([NH:14][C:13]2[CH:15]=[CH:16][C:17]([O:19][C:20]3[C:29]4[C:24](=[CH:25][C:26]([O:32][CH3:33])=[C:27]([O:30][CH3:31])[CH:28]=4)[N:23]=[CH:22][CH:21]=3)=[CH:18][C:12]=2[Cl:11])=[S:45])=[O:42])=[CH:37][CH:36]=1. (3) Given the reactants [C:1]([O:5][C:6]1[CH:11]=[CH:10][C:9]([CH2:12][C@H:13]([NH:37]C(=O)OCC2C3C=CC=CC=3C3C2=CC=CC=3)[C:14]([N:16]([C@@H:28]([CH3:36])[CH:29]([O:33][CH2:34][CH3:35])[O:30][CH2:31][CH3:32])[CH2:17][C:18]2[CH:27]=[CH:26][CH:25]=[C:24]3[C:19]=2[N:20]=[CH:21][CH:22]=[N:23]3)=[O:15])=[CH:8][CH:7]=1)([CH3:4])([CH3:3])[CH3:2].N1CCCCC1, predict the reaction product. The product is: [NH2:37][C@@H:13]([CH2:12][C:9]1[CH:8]=[CH:7][C:6]([O:5][C:1]([CH3:4])([CH3:3])[CH3:2])=[CH:11][CH:10]=1)[C:14]([N:16]([C@@H:28]([CH3:36])[CH:29]([O:33][CH2:34][CH3:35])[O:30][CH2:31][CH3:32])[CH2:17][C:18]1[CH:27]=[CH:26][CH:25]=[C:24]2[C:19]=1[N:20]=[CH:21][CH:22]=[N:23]2)=[O:15]. (4) Given the reactants C([O:4][C@@H:5]1[C@H:9]([O:10]C(=O)C)[C@@H:8]([CH3:14])[O:7][C@H:6]1[N:15]1[CH:22]=[C:21]([F:23])[C:19]([NH2:20])=[N:18][C:16]1=[O:17])(=O)C.C(Cl)Cl.N1C=CC=CC=1.[CH2:33]([O:38][C:39](Cl)=[O:40])[CH2:34][CH2:35][CH2:36][CH3:37], predict the reaction product. The product is: [CH3:37][CH2:36][CH2:35][CH2:34][CH2:33][O:38][C:39]([NH:20][C:19]1[C:21]([F:23])=[CH:22][N:15]([C@@H:6]2[O:7][C@H:8]([CH3:14])[C@@H:9]([OH:10])[C@H:5]2[OH:4])[C:16](=[O:17])[N:18]=1)=[O:40]. (5) Given the reactants [N+:1]([C:4]1[CH:5]=[C:6]([S:10]([N:13]2[C:19]3[CH:20]=[CH:21][CH:22]=[CH:23][C:18]=3[O:17][CH2:16][CH:15]([OH:24])[CH2:14]2)(=[O:12])=[O:11])[CH:7]=[CH:8][CH:9]=1)([O-:3])=[O:2].[H-].[Na+].[CH3:27]I.O, predict the reaction product. The product is: [CH3:27][O:24][CH:15]1[CH2:14][N:13]([S:10]([C:6]2[CH:7]=[CH:8][CH:9]=[C:4]([N+:1]([O-:3])=[O:2])[CH:5]=2)(=[O:12])=[O:11])[C:19]2[CH:20]=[CH:21][CH:22]=[CH:23][C:18]=2[O:17][CH2:16]1. (6) Given the reactants C([N:5]([C:9]1[CH:18]=[C:17]2[C:12]([CH:13]=[C:14]([C:20]3[CH:25]=[C:24]([NH:26][C:27]([NH:29][CH2:30][CH2:31][C:32]([F:35])([CH3:34])[CH3:33])=[O:28])[C:23]([F:36])=[CH:22][C:21]=3[CH3:37])[C:15]([CH3:19])=[N:16]2)=[CH:11][N:10]=1)C(=O)O)(C)(C)C.[F:36][C:23]1[C:24]([NH:26][C:27]([NH:29][CH2:30][CH2:31][C:32]([F:35])([CH3:33])[CH3:34])=[O:28])=[CH:25][C:20]([C:14]2[C:15]([CH3:19])=[N:16][C:17]3[C:12]([CH:13]=2)=[CH:11][N:10]=[C:9]([NH:5]C(=O)OC(C)(C)C)[CH:18]=3)=[C:21]([CH3:37])[CH:22]=1.[F-].C([N+](CCCC)(CCCC)CCCC)CCC.C1COCC1, predict the reaction product. The product is: [NH2:5][C:9]1[CH:18]=[C:17]2[C:12]([CH:13]=[C:14]([C:20]3[C:21]([CH3:37])=[CH:22][C:23]([F:36])=[C:24]([NH:26][C:27]([NH:29][CH2:30][CH2:31][C:32]([F:35])([CH3:33])[CH3:34])=[O:28])[CH:25]=3)[C:15]([CH3:19])=[N:16]2)=[CH:11][N:10]=1. (7) Given the reactants C[O:2][C:3](=[O:22])[C:4]1[CH:9]=[CH:8][C:7]([C:10]([NH:12][CH2:13][C:14]2[CH:19]=[CH:18][CH:17]=[C:16]([OH:20])[CH:15]=2)=[O:11])=[CH:6][C:5]=1[CH3:21].C1(P(=O)(C2C=CC=CC=2)C2C=CC=CC=2)C=CC=CC=1.O.[OH-].[Li+], predict the reaction product. The product is: [OH:20][C:16]1[CH:15]=[C:14]([CH:19]=[CH:18][CH:17]=1)[CH2:13][NH:12][C:10]([C:7]1[CH:8]=[CH:9][C:4]([C:3]([OH:22])=[O:2])=[C:5]([CH3:21])[CH:6]=1)=[O:11]. (8) The product is: [CH3:20][N:18]1[CH:19]=[C:15]([N:14]2[C:5]3[C:4]4[CH:3]=[C:2]([C:29]5[CH:28]=[N:27][C:26]([O:25][CH3:24])=[CH:31][CH:30]=5)[CH:11]=[CH:10][C:9]=4[N:8]=[CH:7][C:6]=3[NH:12][C:13]2=[O:22])[C:16]([CH3:21])=[N:17]1. Given the reactants Br[C:2]1[CH:11]=[CH:10][C:9]2[N:8]=[CH:7][C:6]3[N:12](C)[C:13](=[O:22])[N:14]([C:15]4[C:16]([CH3:21])=[N:17][N:18]([CH3:20])[CH:19]=4)[C:5]=3[C:4]=2[CH:3]=1.[CH3:24][O:25][C:26]1[CH:31]=[CH:30][C:29](B(O)O)=[CH:28][N:27]=1, predict the reaction product.